This data is from Catalyst prediction with 721,799 reactions and 888 catalyst types from USPTO. The task is: Predict which catalyst facilitates the given reaction. (1) Reactant: [N+:1]([C:4]1[CH:5]=[CH:6][C:7]([O:21][CH2:22][CH2:23][CH3:24])=[C:8]([C:10]2[NH:15][C:14](=[O:16])[C:13]([Br:17])=[C:12]([CH:18]([CH3:20])[CH3:19])[N:11]=2)[CH:9]=1)([O-])=O. Product: [NH2:1][C:4]1[CH:5]=[CH:6][C:7]([O:21][CH2:22][CH2:23][CH3:24])=[C:8]([C:10]2[NH:15][C:14](=[O:16])[C:13]([Br:17])=[C:12]([CH:18]([CH3:20])[CH3:19])[N:11]=2)[CH:9]=1. The catalyst class is: 33. (2) Reactant: [CH2:1]([C@H:8]1[N:13]([C:14]([C:16]2[CH:20]=[C:19]([CH3:21])[N:18]([C:22]3[CH:27]=[CH:26][CH:25]=[CH:24][C:23]=3[O:28][CH3:29])[C:17]=2[C:30]2[CH:35]=[CH:34][CH:33]=[CH:32][CH:31]=2)=[O:15])[CH2:12][CH2:11][N:10](C(OC(C)(C)C)=O)[CH2:9]1)[C:2]1[CH:7]=[CH:6][CH:5]=[CH:4][CH:3]=1.C(OCC)(=O)C.[ClH:49]. Product: [ClH:49].[CH2:1]([C@@H:8]1[CH2:9][NH:10][CH2:11][CH2:12][N:13]1[C:14]([C:16]1[CH:20]=[C:19]([CH3:21])[N:18]([C:22]2[CH:27]=[CH:26][CH:25]=[CH:24][C:23]=2[O:28][CH3:29])[C:17]=1[C:30]1[CH:35]=[CH:34][CH:33]=[CH:32][CH:31]=1)=[O:15])[C:2]1[CH:3]=[CH:4][CH:5]=[CH:6][CH:7]=1. The catalyst class is: 13. (3) Reactant: [OH:1][CH2:2][C@@H:3]1[N:7]([CH3:8])[C:6](=[O:9])[CH2:5][CH2:4]1.CCN(CC)CC.[CH3:17][S:18](Cl)(=[O:20])=[O:19]. Product: [CH3:17][S:18]([O:1][CH2:2][C@H:3]1[CH2:4][CH2:5][C:6](=[O:9])[N:7]1[CH3:8])(=[O:20])=[O:19]. The catalyst class is: 34. (4) Reactant: [CH:1]1([C:4]2[N:8]([CH2:9][C:10]3[C:15]([F:16])=[CH:14][C:13]([O:17][CH2:18][CH3:19])=[CH:12][C:11]=3[F:20])[N:7]=[C:6]([C:21]3[N:26]=[C:25]([NH:27][C:28]4[CH:33]=[CH:32][N:31]=[CH:30][CH:29]=4)[C:24]([O:34]C)=[CH:23][N:22]=3)[C:5]=2[CH3:36])[CH2:3][CH2:2]1.C(=O)([O-])[O-].[K+].[K+].C1(S)C=CC=CC=1. Product: [CH:1]1([C:4]2[N:8]([CH2:9][C:10]3[C:11]([F:20])=[CH:12][C:13]([O:17][CH2:18][CH3:19])=[CH:14][C:15]=3[F:16])[N:7]=[C:6]([C:21]3[N:26]=[C:25]([NH:27][C:28]4[CH:29]=[CH:30][N:31]=[CH:32][CH:33]=4)[C:24]([OH:34])=[CH:23][N:22]=3)[C:5]=2[CH3:36])[CH2:3][CH2:2]1. The catalyst class is: 60. (5) The catalyst class is: 15. Reactant: [Br:1][C:2]1[CH:3]=[C:4]2[C:8](=[CH:9][CH:10]=1)[N:7]([CH2:11][CH2:12][CH2:13][CH2:14][CH2:15][CH2:16][CH2:17][CH3:18])[CH:6]=[CH:5]2.C=O.[CH2:21]([NH:23][CH2:24]C)[CH3:22]. Product: [Br:1][C:2]1[CH:3]=[C:4]2[C:8](=[CH:9][CH:10]=1)[N:7]([CH2:11][CH2:12][CH2:13][CH2:14][CH2:15][CH2:16][CH2:17][CH3:18])[CH:6]=[C:5]2[CH2:24][NH:23][CH2:21][CH3:22].